From a dataset of Catalyst prediction with 721,799 reactions and 888 catalyst types from USPTO. Predict which catalyst facilitates the given reaction. Product: [CH:4]12[N:7]([C:8]([C:10]3[N:11]=[C:12]([C:33]([O-:35])=[O:34])[S:13][C:14]=3[C:15]3[CH:20]=[CH:19][C:18]([C:21]([OH:30])([C:26]([F:27])([F:28])[F:29])[C:22]([F:25])([F:23])[F:24])=[C:17]([Cl:31])[C:16]=3[Cl:32])=[O:9])[CH:1]([CH2:6][CH2:5]1)[CH2:2][CH2:3]2.[Li+:39]. Reactant: [CH:1]12[N:7]([C:8]([C:10]3[N:11]=[C:12]([C:33]([O:35]CC)=[O:34])[S:13][C:14]=3[C:15]3[CH:20]=[CH:19][C:18]([C:21]([OH:30])([C:26]([F:29])([F:28])[F:27])[C:22]([F:25])([F:24])[F:23])=[C:17]([Cl:31])[C:16]=3[Cl:32])=[O:9])[CH:4]([CH2:5][CH2:6]1)[CH2:3][CH2:2]2.O[Li:39].O.O. The catalyst class is: 5.